This data is from Full USPTO retrosynthesis dataset with 1.9M reactions from patents (1976-2016). The task is: Predict the reactants needed to synthesize the given product. (1) Given the product [CH:20]1[C:21]2[C:26](=[CH:25][CH:24]=[CH:23][CH:22]=2)[CH:27]=[C:18]([C:9]2[O:10][C:11]3[C:16]([C:7](=[N:6][OH:5])[CH:8]=2)=[CH:15][C:14]([O:17][CH2:29][CH2:30][O:31][CH3:32])=[CH:13][CH:12]=3)[N:19]=1, predict the reactants needed to synthesize it. The reactants are: C([O:5][N:6]=[C:7]1[C:16]2[C:11](=[CH:12][CH:13]=[C:14]([OH:17])[CH:15]=2)[O:10][C:9]([C:18]2[N:19]=[CH:20][C:21]3[C:26]([CH:27]=2)=[CH:25][CH:24]=[CH:23][CH:22]=3)=[CH:8]1)(C)(C)C.Br[CH2:29][CH2:30][O:31][CH3:32]. (2) The reactants are: P12(SP3(SP(SP(S3)(S1)=S)(=S)S2)=S)=S.C(N)=O.Br[CH2:19][C:20]([C:22]1[CH:27]=[CH:26][C:25]([OH:28])=[CH:24][C:23]=1[F:29])=O.[CH:30]([NH2:32])=[S:31].[OH-].[Na+]. Given the product [F:29][C:23]1[CH:24]=[C:25]([OH:28])[CH:26]=[CH:27][C:22]=1[C:20]1[N:32]=[CH:30][S:31][CH:19]=1, predict the reactants needed to synthesize it.